Dataset: Forward reaction prediction with 1.9M reactions from USPTO patents (1976-2016). Task: Predict the product of the given reaction. Given the reactants [Br:1][C:2]1[N:6]2[CH:7]=[C:8]([C:11]([OH:13])=O)[N:9]=[CH:10][C:5]2=[N:4][CH:3]=1.C(Cl)(=O)C(Cl)=O.C(N(CC)CC)C.[F:27][C:28]1[CH:33]=[CH:32][C:31]([NH:34][CH3:35])=[CH:30][CH:29]=1, predict the reaction product. The product is: [Br:1][C:2]1[N:6]2[CH:7]=[C:8]([C:11]([N:34]([C:31]3[CH:32]=[CH:33][C:28]([F:27])=[CH:29][CH:30]=3)[CH3:35])=[O:13])[N:9]=[CH:10][C:5]2=[N:4][CH:3]=1.